From a dataset of Full USPTO retrosynthesis dataset with 1.9M reactions from patents (1976-2016). Predict the reactants needed to synthesize the given product. (1) Given the product [CH:1]12[CH2:10][CH:5]3[CH2:6][CH:7]([CH2:9][CH:3]([CH2:4]3)[CH:2]1[NH:11][C:12](=[O:44])[C:13]1[CH:18]=[CH:17][C:16]([O:19][CH:20]3[CH2:21][CH2:22][CH:23]([OH:26])[CH2:24][CH2:25]3)=[CH:15][CH:14]=1)[CH2:8]2, predict the reactants needed to synthesize it. The reactants are: [CH:1]12[CH2:10][CH:5]3[CH2:6][CH:7]([CH2:9][CH:3]([CH2:4]3)[CH:2]1[NH:11][C:12](=[O:44])[C:13]1[CH:18]=[CH:17][C:16]([O:19][CH:20]3[CH2:25][CH2:24][CH:23]([O:26][Si](C(C)(C)C)(C4C=CC=CC=4)C4C=CC=CC=4)[CH2:22][CH2:21]3)=[CH:15][CH:14]=1)[CH2:8]2.CCCC[N+](CCCC)(CCCC)CCCC.[F-]. (2) Given the product [CH:22]1([N:21]2[C:17]([CH:14]3[CH2:16][CH2:15]3)=[N:18][N:19]=[C:20]2[C:25]([C:27]2[S:28][C:9]([CH:13]=[O:12])=[CH:10][CH:11]=2)([CH3:32])[CH3:26])[CH2:24][CH2:23]1, predict the reactants needed to synthesize it. The reactants are: CN(C)CCN(C)C.[CH2:9]1[CH2:13][O:12][CH2:11][CH2:10]1.[CH:14]1([C:17]2[N:21]([CH:22]3[CH2:24][CH2:23]3)[C:20]([C:25]([CH3:32])([C:27]3[S:28]C=CC=3)[CH3:26])=[N:19][N:18]=2)[CH2:16][CH2:15]1.CCCCCC.C([Li])CCC. (3) Given the product [C:106]([O:105][C@H:6]1[C@@H:5]([OH:4])[C@H:10]([O:11][C:12](=[O:19])[C:13]2[CH:14]=[CH:15][CH:16]=[CH:17][CH:18]=2)[C@@H:9]([CH2:20][O:21][C:22](=[O:29])[C:23]2[CH:24]=[CH:25][CH:26]=[CH:27][CH:28]=2)[O:8][C@@H:7]1[O:30][C@H:31]1[C@H:36]([O:37][C:38](=[O:45])[C:39]2[CH:40]=[CH:41][CH:42]=[CH:43][CH:44]=2)[C@@H:35]([CH2:46][O:47][C:48](=[O:55])[C:49]2[CH:54]=[CH:53][CH:52]=[CH:51][CH:50]=2)[O:34][C@H:33]([O:56][C@H:57]2[C@@H:70]([O:71][CH2:72][C:73]3[CH:74]=[CH:75][CH:76]=[CH:77][CH:78]=3)[C@H:69]([O:79][CH2:80][C:81]3[CH:82]=[CH:83][CH:84]=[CH:85][CH:86]=3)[C@@H:68]([CH2:87][O:88][CH2:89][C:90]3[CH:95]=[CH:94][CH:93]=[CH:92][CH:91]=3)[O:67][C@@H:58]2[O:59][CH2:60][C:61]2[CH:62]=[CH:63][CH:64]=[CH:65][CH:66]=2)[C@H:32]1[O:96][C:97](=[O:104])[C:98]1[CH:103]=[CH:102][CH:101]=[CH:100][CH:99]=1)(=[O:113])[C:107]1[CH:108]=[CH:109][CH:110]=[CH:111][CH:112]=1, predict the reactants needed to synthesize it. The reactants are: C([O:4][C@H:5]1[C@H:10]([O:11][C:12](=[O:19])[C:13]2[CH:18]=[CH:17][CH:16]=[CH:15][CH:14]=2)[C@@H:9]([CH2:20][O:21][C:22](=[O:29])[C:23]2[CH:28]=[CH:27][CH:26]=[CH:25][CH:24]=2)[O:8][C@H:7]([O:30][C@H:31]2[C@H:36]([O:37][C:38](=[O:45])[C:39]3[CH:44]=[CH:43][CH:42]=[CH:41][CH:40]=3)[C@@H:35]([CH2:46][O:47][C:48](=[O:55])[C:49]3[CH:54]=[CH:53][CH:52]=[CH:51][CH:50]=3)[O:34][C@H:33]([O:56][C@H:57]3[C@@H:70]([O:71][CH2:72][C:73]4[CH:78]=[CH:77][CH:76]=[CH:75][CH:74]=4)[C@H:69]([O:79][CH2:80][C:81]4[CH:86]=[CH:85][CH:84]=[CH:83][CH:82]=4)[C@@H:68]([CH2:87][O:88][CH2:89][C:90]4[CH:95]=[CH:94][CH:93]=[CH:92][CH:91]=4)[O:67][C@@H:58]3[O:59][CH2:60][C:61]3[CH:66]=[CH:65][CH:64]=[CH:63][CH:62]=3)[C@H:32]2[O:96][C:97](=[O:104])[C:98]2[CH:103]=[CH:102][CH:101]=[CH:100][CH:99]=2)[C@H:6]1[O:105][C:106](=[O:113])[C:107]1[CH:112]=[CH:111][CH:110]=[CH:109][CH:108]=1)C=C. (4) Given the product [CH3:2][N:3]([CH3:22])[CH2:4][C:5]1[CH2:11][CH2:10][S:9](=[O:27])[C:8]2[CH:12]=[CH:13][CH:14]=[CH:15][C:7]=2[C:6]=1[C:16]1[CH:17]=[N:18][CH:19]=[CH:20][CH:21]=1, predict the reactants needed to synthesize it. The reactants are: Cl.[CH3:2][N:3]([CH3:22])[CH2:4][C:5]1[CH2:11][CH2:10][S:9][C:8]2[CH:12]=[CH:13][CH:14]=[CH:15][C:7]=2[C:6]=1[C:16]1[CH:17]=[N:18][CH:19]=[CH:20][CH:21]=1.OO.C(OCC)(=[O:27])C.[OH-].[Na+].